Dataset: Catalyst prediction with 721,799 reactions and 888 catalyst types from USPTO. Task: Predict which catalyst facilitates the given reaction. (1) The catalyst class is: 96. Product: [CH:4]([C:15]1[NH:11][C:12]([C:16]([O:18][CH2:19][CH3:20])=[O:17])=[CH:13][CH:14]=1)=[O:5]. Reactant: CN([CH:4]=[O:5])C.O=P(Cl)(Cl)Cl.[NH:11]1[CH:15]=[CH:14][CH:13]=[C:12]1[C:16]([O:18][CH2:19][CH3:20])=[O:17].O. (2) Reactant: [F:1][C:2]1[CH:7]=[CH:6][C:5]([F:8])=[CH:4][C:3]=1[C:9]1[CH2:14][N:13](S(C2C=CC([N+]([O-])=O)=CC=2)(=O)=O)[CH2:12][CH:11]([C:27]2[CH:32]=[CH:31][CH:30]=[CH:29][CH:28]=2)[CH:10]=1.SCC(O)=O.O[Li].O. Product: [F:1][C:2]1[CH:7]=[CH:6][C:5]([F:8])=[CH:4][C:3]=1[C:9]1[CH2:14][NH:13][CH2:12][CH:11]([C:27]2[CH:32]=[CH:31][CH:30]=[CH:29][CH:28]=2)[CH:10]=1. The catalyst class is: 31. (3) Reactant: [CH3:1][N:2]1[C:11](=[O:12])[C:10]2[C:5](=[C:6]([N:13]3[C:19](=[O:20])[C:18]4[CH:21]=[N:22][C:23](SC)=[N:24][C:17]=4[N:16]4[CH2:27][CH2:28][CH2:29][C@H:15]4[CH2:14]3)[CH:7]=[CH:8][CH:9]=2)[N:4]=[CH:3]1.C1C=C(Cl)C=C(C(OO)=O)C=1.C(Cl)(Cl)Cl.[CH3:45][NH2:46].C1COCC1. Product: [CH3:1][N:2]1[C:11](=[O:12])[C:10]2[C:5](=[C:6]([N:13]3[C:19](=[O:20])[C:18]4[CH:21]=[N:22][C:23]([NH:46][CH3:45])=[N:24][C:17]=4[N:16]4[CH2:27][CH2:28][CH2:29][C@H:15]4[CH2:14]3)[CH:7]=[CH:8][CH:9]=2)[N:4]=[CH:3]1. The catalyst class is: 4. (4) Reactant: [Cl:1][C:2]1[CH:3]=[C:4]([CH2:9][C:10]#[N:11])[CH:5]=[CH:6][C:7]=1[Cl:8].C([Li])CCC.[N+:17]([C:20]1[CH:21]=[C:22]([CH:25]=[CH:26][CH:27]=1)[CH:23]=[O:24])([O-:19])=[O:18].C(O)(=O)C. Product: [Cl:1][C:2]1[CH:3]=[C:4]([CH:9]([CH:23]([OH:24])[C:22]2[CH:25]=[CH:26][CH:27]=[C:20]([N+:17]([O-:19])=[O:18])[CH:21]=2)[C:10]#[N:11])[CH:5]=[CH:6][C:7]=1[Cl:8]. The catalyst class is: 554.